Dataset: Full USPTO retrosynthesis dataset with 1.9M reactions from patents (1976-2016). Task: Predict the reactants needed to synthesize the given product. Given the product [CH3:1][O:2][C:3](=[O:25])[CH2:4][C:5]1[CH:6]=[C:7]([C:13]2[CH:18]=[CH:17][C:16]([C:19]([F:22])([F:21])[F:20])=[CH:15][C:14]=2[CH2:23][N:31]2[CH2:30][CH2:29][N:28]=[C:27]2[CH3:26])[C:8]([O:11][CH3:12])=[CH:9][CH:10]=1, predict the reactants needed to synthesize it. The reactants are: [CH3:1][O:2][C:3](=[O:25])[CH2:4][C:5]1[CH:6]=[C:7]([C:13]2[CH:18]=[CH:17][C:16]([C:19]([F:22])([F:21])[F:20])=[CH:15][C:14]=2[CH2:23]Br)[C:8]([O:11][CH3:12])=[CH:9][CH:10]=1.[CH3:26][C:27]1[NH:28][CH2:29][CH2:30][N:31]=1.[H-].[Na+].